Predict which catalyst facilitates the given reaction. From a dataset of Catalyst prediction with 721,799 reactions and 888 catalyst types from USPTO. (1) Reactant: [F:1][C:2]1[CH:26]=[CH:25][CH:24]=[C:23]([F:27])[C:3]=1[C:4]([NH:6][C:7](=[O:22])[N:8]([C:10]1[CH:15]=[CH:14][C:13]([S:16][C:17]([F:20])([F:19])[F:18])=[CH:12][C:11]=1[F:21])[CH3:9])=[O:5].[H-].[Na+].[CH3:30][N:31]([CH3:35])[C:32](Cl)=[O:33]. Product: [F:1][C:2]1[CH:26]=[CH:25][CH:24]=[C:23]([F:27])[C:3]=1[C:4]([N:6]([C:32](=[O:33])[N:31]([CH3:35])[CH3:30])[C:7]([N:8]([C:10]1[CH:15]=[CH:14][C:13]([S:16][C:17]([F:20])([F:19])[F:18])=[CH:12][C:11]=1[F:21])[CH3:9])=[O:22])=[O:5]. The catalyst class is: 60. (2) Reactant: Cl[C:2]1[CH:19]=[C:6]2[C:7]3[C:12]([CH2:13][CH2:14][N:5]2[C:4](=[O:20])[N:3]=1)=[CH:11][C:10]([O:15][CH3:16])=[C:9]([O:17][CH3:18])[CH:8]=3.[CH:21]1([C:26]2[CH:31]=[CH:30][CH:29]=[CH:28][C:27]=2[OH:32])[CH2:25][CH2:24][CH2:23][CH2:22]1.C(=O)([O-])[O-].[K+].[K+]. Product: [CH:21]1([C:26]2[CH:31]=[CH:30][CH:29]=[CH:28][C:27]=2[O:32][C:2]2[CH:19]=[C:6]3[C:7]4[C:12]([CH2:13][CH2:14][N:5]3[C:4](=[O:20])[N:3]=2)=[CH:11][C:10]([O:15][CH3:16])=[C:9]([O:17][CH3:18])[CH:8]=4)[CH2:22][CH2:23][CH2:24][CH2:25]1. The catalyst class is: 41. (3) Reactant: [NH2:1][C:2]1[C:3]([NH:19][C@@H:20]([CH:23]([CH3:25])[CH3:24])[CH2:21][OH:22])=[N:4][C:5]([C:8]2[CH:13]=[C:12]([CH:14]([CH3:16])[CH3:15])[CH:11]=[CH:10][C:9]=2[O:17][CH3:18])=[CH:6][CH:7]=1.C(C1C=CC(OC)=C(C2N=C(N[C@@H](C(C)C)[CH2:43][OH:44])C([N+]([O-])=O)=CC=2)C=1)(C)C. Product: [OH:22][CH2:21][C@@H:20]([N:19]1[C:3]2=[N:4][C:5]([C:8]3[CH:13]=[C:12]([CH:14]([CH3:16])[CH3:15])[CH:11]=[CH:10][C:9]=3[O:17][CH3:18])=[CH:6][CH:7]=[C:2]2[NH:1][C:43]1=[O:44])[CH:23]([CH3:25])[CH3:24]. The catalyst class is: 29. (4) Product: [F:16][C:17]1[CH:24]=[CH:23][CH:22]=[C:21]([F:25])[C:18]=1[CH:19]([C:7]1[CH:2]=[CH:3][C:4]([OH:10])=[C:5]([O:8][CH3:9])[CH:6]=1)[OH:20]. Reactant: Br[C:2]1[CH:3]=[C:4]([OH:10])[C:5]([O:8][CH3:9])=[CH:6][CH:7]=1.[Li]C(C)(C)C.[F:16][C:17]1[CH:24]=[CH:23][CH:22]=[C:21]([F:25])[C:18]=1[CH:19]=[O:20].C(=O)=O. The catalyst class is: 28. (5) Reactant: [F:1][C:2]([F:15])([F:14])[S:3][C:4]1[CH:9]=[CH:8][C:7]([CH2:10][C:11]([OH:13])=O)=[CH:6][CH:5]=1.Cl.[NH2:17][CH2:18][C:19]1[CH:20]=[C:21]2[C:25](=[CH:26][CH:27]=1)[C:24](=[O:28])[N:23]([CH:29]1[CH2:34][CH2:33][C:32](=[O:35])[NH:31][C:30]1=[O:36])[CH2:22]2. Product: [O:36]=[C:30]1[CH:29]([N:23]2[CH2:22][C:21]3[C:25](=[CH:26][CH:27]=[C:19]([CH2:18][NH:17][C:11](=[O:13])[CH2:10][C:7]4[CH:6]=[CH:5][C:4]([S:3][C:2]([F:1])([F:15])[F:14])=[CH:9][CH:8]=4)[CH:20]=3)[C:24]2=[O:28])[CH2:34][CH2:33][C:32](=[O:35])[NH:31]1. The catalyst class is: 3. (6) Reactant: [CH3:1][O:2][C:3]1[CH:8]=[CH:7][C:6]([CH2:9][C:10]([C:12]2[CH:13]=[N:14][C:15]([O:18][CH3:19])=[CH:16][CH:17]=2)=[O:11])=[CH:5][CH:4]=1.[Br-:20].[Br-].[Br-].[NH+]1C=CC=CC=1.[NH+]1C=CC=CC=1.[NH+]1C=CC=CC=1.Br. Product: [Br:20][CH:9]([C:6]1[CH:7]=[CH:8][C:3]([O:2][CH3:1])=[CH:4][CH:5]=1)[C:10]([C:12]1[CH:13]=[N:14][C:15]([O:18][CH3:19])=[CH:16][CH:17]=1)=[O:11]. The catalyst class is: 4. (7) Reactant: Br[C:2]1[CH:7]=[CH:6][C:5]([C:8]2[C:14]3[CH:15]=[C:16]([O:21][CH3:22])[C:17]([O:19][CH3:20])=[CH:18][C:13]=3[CH2:12][CH:11]([CH3:23])[N:10]([C:24]([NH:26][CH3:27])=[O:25])[N:9]=2)=[CH:4][CH:3]=1.C1(P(C2CCCCC2)C2C=CC=CC=2C2[C:42]([N:47]([CH3:49])C)=[CH:43][CH:44]=[CH:45][CH:46]=2)CCCCC1.CC(C)([O-])C.[Na+].Cl.C1C2(CCC2)CN1. Product: [CH2:42]1[C:43]2([CH2:44][CH2:45][CH2:46]2)[CH2:49][N:47]1[C:2]1[CH:7]=[CH:6][C:5]([C:8]2[C:14]3[CH:15]=[C:16]([O:21][CH3:22])[C:17]([O:19][CH3:20])=[CH:18][C:13]=3[CH2:12][CH:11]([CH3:23])[N:10]([C:24]([NH:26][CH3:27])=[O:25])[N:9]=2)=[CH:4][CH:3]=1. The catalyst class is: 443. (8) Reactant: Br[C:2]1[CH:7]=[CH:6][C:5]([F:8])=[CH:4][N:3]=1.Cl.[C:10](=[O:13])(O)[O-].[Na+].[C:15](#N)C. Product: [F:8][C:5]1[CH:6]=[CH:7][C:2]([C:10](=[O:13])[CH3:15])=[N:3][CH:4]=1. The catalyst class is: 205.